This data is from Full USPTO retrosynthesis dataset with 1.9M reactions from patents (1976-2016). The task is: Predict the reactants needed to synthesize the given product. (1) Given the product [F:15][C:10]1[CH:9]=[C:8]([CH:13]=[CH:12][C:11]=1[CH3:14])[CH2:7][N:4]1[CH2:5][CH2:6][CH:2]([N:28]2[CH2:29][CH2:30][C@@H:25]([C:22]3[CH:23]=[CH:24][C:19]([O:18][CH3:17])=[CH:20][CH:21]=3)[C@H:26]([OH:31])[CH2:27]2)[C:3]1=[O:16], predict the reactants needed to synthesize it. The reactants are: Br[CH:2]1[CH2:6][CH2:5][N:4]([CH2:7][C:8]2[CH:13]=[CH:12][C:11]([CH3:14])=[C:10]([F:15])[CH:9]=2)[C:3]1=[O:16].[CH3:17][O:18][C:19]1[CH:24]=[CH:23][C:22]([C@@H:25]2[CH2:30][CH2:29][NH:28][CH2:27][C@H:26]2[OH:31])=[CH:21][CH:20]=1.C(N(CC)CC)C. (2) Given the product [C:23]([O:27][C:28]([N:19]1[C:18](=[O:21])[CH:17]=[C:16]([CH3:22])[C:15]([C:12]2[CH:13]=[CH:14][C:9]([O:8][Si:1]([C:4]([CH3:7])([CH3:5])[CH3:6])([CH3:2])[CH3:3])=[CH:10][CH:11]=2)=[N:20]1)=[O:29])([CH3:26])([CH3:25])[CH3:24], predict the reactants needed to synthesize it. The reactants are: [Si:1]([O:8][C:9]1[CH:14]=[CH:13][C:12]([C:15]2[C:16]([CH3:22])=[CH:17][C:18](=[O:21])[NH:19][N:20]=2)=[CH:11][CH:10]=1)([C:4]([CH3:7])([CH3:6])[CH3:5])([CH3:3])[CH3:2].[C:23]([O:27][C:28](O[C:28]([O:27][C:23]([CH3:26])([CH3:25])[CH3:24])=[O:29])=[O:29])([CH3:26])([CH3:25])[CH3:24].O.